Task: Regression/Classification. Given a drug SMILES string, predict its absorption, distribution, metabolism, or excretion properties. Task type varies by dataset: regression for continuous measurements (e.g., permeability, clearance, half-life) or binary classification for categorical outcomes (e.g., BBB penetration, CYP inhibition). Dataset: cyp2c19_veith.. Dataset: CYP2C19 inhibition data for predicting drug metabolism from PubChem BioAssay (1) The compound is Cn1sc(NC(=O)c2ccccc2Cl)nc1=O. The result is 1 (inhibitor). (2) The result is 0 (non-inhibitor). The molecule is CCOc1ccc(C(=O)NN2C(=O)C3C4C=CC(O4)C3C2=O)cc1. (3) The molecule is COc1ccc(Br)cc1C(=O)Nc1cc(C)cc(C)c1. The result is 1 (inhibitor). (4) The drug is O=C(CN1CCN(Cc2ccccc2)CC1)N1CCCc2c1c(=O)oc1ccc(O)cc21. The result is 1 (inhibitor). (5) The drug is CC(C)c1ccc2nc3sc(C(=O)N4CCc5ccccc5C4)c(N)c3cc2c1. The result is 1 (inhibitor).